Task: Regression. Given two drug SMILES strings and cell line genomic features, predict the synergy score measuring deviation from expected non-interaction effect.. Dataset: NCI-60 drug combinations with 297,098 pairs across 59 cell lines (1) Drug 1: C1=NC2=C(N1)C(=S)N=C(N2)N. Drug 2: C#CCC(CC1=CN=C2C(=N1)C(=NC(=N2)N)N)C3=CC=C(C=C3)C(=O)NC(CCC(=O)O)C(=O)O. Cell line: SK-MEL-2. Synergy scores: CSS=12.4, Synergy_ZIP=-4.93, Synergy_Bliss=-4.37, Synergy_Loewe=-5.29, Synergy_HSA=-5.28. (2) Drug 1: CN1C2=C(C=C(C=C2)N(CCCl)CCCl)N=C1CCCC(=O)O.Cl. Drug 2: CC12CCC3C(C1CCC2OP(=O)(O)O)CCC4=C3C=CC(=C4)OC(=O)N(CCCl)CCCl.[Na+]. Cell line: OVCAR-5. Synergy scores: CSS=21.3, Synergy_ZIP=-6.52, Synergy_Bliss=-0.977, Synergy_Loewe=-3.48, Synergy_HSA=-1.16. (3) Drug 1: C1=CN(C(=O)N=C1N)C2C(C(C(O2)CO)O)O.Cl. Drug 2: C1CCC(C(C1)N)N.C(=O)(C(=O)[O-])[O-].[Pt+4]. Cell line: A498. Synergy scores: CSS=39.1, Synergy_ZIP=1.30, Synergy_Bliss=1.43, Synergy_Loewe=3.97, Synergy_HSA=7.23. (4) Drug 1: C1=CC=C(C=C1)NC(=O)CCCCCCC(=O)NO. Drug 2: C1CCC(C(C1)N)N.C(=O)(C(=O)[O-])[O-].[Pt+4]. Cell line: UO-31. Synergy scores: CSS=7.65, Synergy_ZIP=-4.79, Synergy_Bliss=-0.297, Synergy_Loewe=-5.53, Synergy_HSA=-3.19. (5) Drug 1: C1=CC=C(C=C1)NC(=O)CCCCCCC(=O)NO. Drug 2: CC(C)(C#N)C1=CC=C(C=C1)N2C3=C4C=C(C=CC4=NC=C3N(C2=O)C)C5=CC6=CC=CC=C6N=C5. Cell line: NCI-H460. Synergy scores: CSS=74.4, Synergy_ZIP=1.86, Synergy_Bliss=-1.55, Synergy_Loewe=-1.30, Synergy_HSA=4.11. (6) Drug 1: CC1=C2C(C(=O)C3(C(CC4C(C3C(C(C2(C)C)(CC1OC(=O)C(C(C5=CC=CC=C5)NC(=O)OC(C)(C)C)O)O)OC(=O)C6=CC=CC=C6)(CO4)OC(=O)C)OC)C)OC. Drug 2: CCN(CC)CCCC(C)NC1=C2C=C(C=CC2=NC3=C1C=CC(=C3)Cl)OC. Cell line: 786-0. Synergy scores: CSS=67.5, Synergy_ZIP=2.36, Synergy_Bliss=1.22, Synergy_Loewe=3.37, Synergy_HSA=6.10. (7) Drug 1: C1=CN(C=N1)CC(O)(P(=O)(O)O)P(=O)(O)O. Drug 2: C1C(C(OC1N2C=NC(=NC2=O)N)CO)O. Cell line: HCT-15. Synergy scores: CSS=14.7, Synergy_ZIP=-6.32, Synergy_Bliss=-5.29, Synergy_Loewe=-2.50, Synergy_HSA=-2.12. (8) Drug 1: C1=CC(=CC=C1CCCC(=O)O)N(CCCl)CCCl. Drug 2: C(=O)(N)NO. Cell line: LOX IMVI. Synergy scores: CSS=24.5, Synergy_ZIP=-9.58, Synergy_Bliss=-1.91, Synergy_Loewe=-20.6, Synergy_HSA=-1.98. (9) Drug 1: CN1C(=O)N2C=NC(=C2N=N1)C(=O)N. Drug 2: COCCOC1=C(C=C2C(=C1)C(=NC=N2)NC3=CC=CC(=C3)C#C)OCCOC.Cl. Cell line: HOP-92. Synergy scores: CSS=6.44, Synergy_ZIP=-3.88, Synergy_Bliss=-2.69, Synergy_Loewe=-1.60, Synergy_HSA=0.667.